This data is from Forward reaction prediction with 1.9M reactions from USPTO patents (1976-2016). The task is: Predict the product of the given reaction. Given the reactants [CH2:1]([O:4][CH:5]1[CH2:10][CH2:9][CH2:8][CH2:7][O:6]1)[C:2]#[CH:3].C([Li])CCC.[Br:16][C:17](Br)([F:19])[F:18], predict the reaction product. The product is: [Br:16][C:17]([F:19])([F:18])[C:3]#[C:2][CH2:1][O:4][CH:5]1[CH2:10][CH2:9][CH2:8][CH2:7][O:6]1.